This data is from NCI-60 drug combinations with 297,098 pairs across 59 cell lines. The task is: Regression. Given two drug SMILES strings and cell line genomic features, predict the synergy score measuring deviation from expected non-interaction effect. (1) Drug 1: CC1OCC2C(O1)C(C(C(O2)OC3C4COC(=O)C4C(C5=CC6=C(C=C35)OCO6)C7=CC(=C(C(=C7)OC)O)OC)O)O. Drug 2: C1=CC(=CC=C1CC(C(=O)O)N)N(CCCl)CCCl.Cl. Cell line: U251. Synergy scores: CSS=65.4, Synergy_ZIP=1.86, Synergy_Bliss=3.25, Synergy_Loewe=2.50, Synergy_HSA=6.11. (2) Drug 1: C1=CC(=CC=C1CCCC(=O)O)N(CCCl)CCCl. Drug 2: CC1=C(C(CCC1)(C)C)C=CC(=CC=CC(=CC(=O)O)C)C. Cell line: K-562. Synergy scores: CSS=-0.409, Synergy_ZIP=-12.1, Synergy_Bliss=-17.0, Synergy_Loewe=-13.7, Synergy_HSA=-13.4. (3) Drug 1: CC12CCC3C(C1CCC2=O)CC(=C)C4=CC(=O)C=CC34C. Synergy scores: CSS=37.8, Synergy_ZIP=1.80, Synergy_Bliss=-0.182, Synergy_Loewe=0.219, Synergy_HSA=0.333. Cell line: A498. Drug 2: CCC(=C(C1=CC=CC=C1)C2=CC=C(C=C2)OCCN(C)C)C3=CC=CC=C3.C(C(=O)O)C(CC(=O)O)(C(=O)O)O.